This data is from Reaction yield outcomes from USPTO patents with 853,638 reactions. The task is: Predict the reaction yield, written as a fraction of the theoretical maximum amount of product (1.0 means a 100% yield; for example, 0.34 means a 34% yield). (1) The reactants are [CH:1]1[C:6](/[CH:7]=[CH:8]/[C:9]([OH:11])=O)=[CH:5][CH:4]=[C:3]([Cl:12])[CH:2]=1.[NH2:13][C:14]1[CH:19]=[CH:18][N:17]([CH2:20][CH:21]([O:25][CH2:26][CH3:27])[O:22][CH2:23][CH3:24])[C:16](=[O:28])[N:15]=1.Cl.C(N=C=NCCCN(C)C)C.O. The catalyst is CN(C)C=O. The product is [Cl:12][C:3]1[CH:2]=[CH:1][C:6](/[CH:7]=[CH:8]/[C:9]([NH:13][C:14]2[CH:19]=[CH:18][N:17]([CH2:20][CH:21]([O:22][CH2:23][CH3:24])[O:25][CH2:26][CH3:27])[C:16](=[O:28])[N:15]=2)=[O:11])=[CH:5][CH:4]=1. The yield is 0.680. (2) The reactants are Br[C:2]1[CH:3]=[CH:4][C:5](O)=[C:6]([C:8]2[CH:17]=[CH:16][C:15]3[C:10](=[CH:11][CH:12]=[C:13]([C:18]4[N:22]([CH:23]5[CH2:28][CH2:27][CH2:26][CH2:25][CH2:24]5)[C:21]5[CH:29]=[CH:30][C:31]([C:33]([OH:35])=[O:34])=[CH:32][C:20]=5[N:19]=4)[CH:14]=3)[N:9]=2)[CH:7]=1.C(O[C:40]([C:42]1C=CC2N(C3CCCCC3)[C:40]([C:42]3C=CC(N)=[C:44](C=O)[CH:43]=3)=N[C:44]=2[CH:43]=1)=O)C.C1C2CCCCC=2C=CC=1C(=O)C.[OH-].[K+]. The catalyst is C(O)C. The product is [CH:23]1([N:22]2[C:21]3[CH:29]=[CH:30][C:31]([C:33]([OH:35])=[O:34])=[CH:32][C:20]=3[N:19]=[C:18]2[C:13]2[CH:14]=[C:15]3[C:10](=[CH:11][CH:12]=2)[N:9]=[C:8]([C:6]2[CH:5]=[CH:4][C:3]4[CH2:44][CH2:43][CH2:42][CH2:40][C:2]=4[CH:7]=2)[CH:17]=[CH:16]3)[CH2:24][CH2:25][CH2:26][CH2:27][CH2:28]1. The yield is 0.600. (3) The reactants are Cl[C:2]1[C:11]2[C:6](=[C:7]([N+:12]([O-:14])=[O:13])[CH:8]=[CH:9][CH:10]=2)[N:5]=[CH:4][CH:3]=1.[NH2:15][C:16]1[CH:21]=[CH:20][C:19]([OH:22])=[CH:18][CH:17]=1.CC(C)([O-])C.[K+]. The catalyst is CN(C)C=O.O1CCCC1. The product is [N+:12]([C:7]1[CH:8]=[CH:9][CH:10]=[C:11]2[C:6]=1[N:5]=[CH:4][CH:3]=[C:2]2[O:22][C:19]1[CH:20]=[CH:21][C:16]([NH2:15])=[CH:17][CH:18]=1)([O-:14])=[O:13]. The yield is 0.590. (4) The reactants are [Cl:1][C:2]1[CH:3]=[C:4]([CH2:27][CH2:28][C:29]([O:31]C(C)(C)C)=[O:30])[CH:5]=[CH:6][C:7]=1[C:8]1[N:12]=[C:11]([C:13]2[N:14]=[C:15]3[C:20]([Cl:21])=[CH:19][C:18]([C:22]([F:25])([F:24])[F:23])=[CH:17][N:16]3[CH:26]=2)[O:10][N:9]=1. The catalyst is C(O)(C(F)(F)F)=O.C(Cl)Cl. The product is [Cl:1][C:2]1[CH:3]=[C:4]([CH2:27][CH2:28][C:29]([OH:31])=[O:30])[CH:5]=[CH:6][C:7]=1[C:8]1[N:12]=[C:11]([C:13]2[N:14]=[C:15]3[C:20]([Cl:21])=[CH:19][C:18]([C:22]([F:24])([F:25])[F:23])=[CH:17][N:16]3[CH:26]=2)[O:10][N:9]=1. The yield is 0.520. (5) The reactants are [SH:1][CH2:2][C:3]1[CH:11]=[CH:10][C:6]([C:7]([OH:9])=[O:8])=[CH:5][CH:4]=1.[CH3:12][S:13]S(C)(=O)=O. The catalyst is O.C(O)C. The product is [CH3:12][S:13][S:1][CH2:2][C:3]1[CH:11]=[CH:10][C:6]([C:7]([OH:9])=[O:8])=[CH:5][CH:4]=1. The yield is 0.735.